Dataset: Forward reaction prediction with 1.9M reactions from USPTO patents (1976-2016). Task: Predict the product of the given reaction. (1) Given the reactants [123I-].[NH2:2][C:3]1[C:4]([CH:11]2[CH2:15]CC[CH2:12]2)=[N:5][NH:6][C:7]=1[C:8]([NH2:10])=[O:9].[C:16]([NH:19][CH:20](C)C(O)=O)(=O)[CH3:17].[C:25](NCC(O)=O)(=O)C.CO[C:35]1[CH:42]=[CH:41]C(C=O)=CC=1, predict the reaction product. The product is: [CH:11]([C:4]1[C:3]2[N:2]=[C:35]3[CH:42]([CH3:41])[N:19]([CH3:20])[CH2:16][CH2:17][N:10]3[C:8](=[O:9])[C:7]=2[N:6]([CH3:25])[N:5]=1)([CH3:12])[CH3:15]. (2) Given the reactants [Cl:1][C:2]1[CH:3]=[C:4]([NH:15][C:16]2[C:25]3[C:20](=[CH:21][CH:22]=[CH:23][C:24]=3[O:26][CH2:27][C@H:28]3[CH2:32][CH2:31][CH2:30][N:29]3[C:33](=[O:36])[CH2:34][OH:35])[N:19]=[CH:18][N:17]=2)[CH:5]=[CH:6][C:7]=1[O:8][CH2:9]C1N=CSC=1.[S:37]1[C:41](CO)=[CH:40][N:39]=[CH:38]1, predict the reaction product. The product is: [Cl:1][C:2]1[CH:3]=[C:4]([NH:15][C:16]2[C:25]3[C:20](=[CH:21][CH:22]=[CH:23][C:24]=3[O:26][CH2:27][C@H:28]3[CH2:32][CH2:31][CH2:30][N:29]3[C:33](=[O:36])[CH2:34][OH:35])[N:19]=[CH:18][N:17]=2)[CH:5]=[CH:6][C:7]=1[O:8][CH2:9][C:41]1[S:37][CH:38]=[N:39][CH:40]=1. (3) Given the reactants [O:1]=[C:2]1[O:6][C@H:5]([C:7]2[CH:12]=[CH:11][C:10]([NH:13][S:14]([CH3:17])(=[O:16])=[O:15])=[CH:9][CH:8]=2)[CH2:4][CH2:3]1.CC(C[AlH]CC(C)C)C, predict the reaction product. The product is: [OH:1][CH:2]1[O:6][C@H:5]([C:7]2[CH:8]=[CH:9][C:10]([NH:13][S:14]([CH3:17])(=[O:16])=[O:15])=[CH:11][CH:12]=2)[CH2:4][CH2:3]1. (4) Given the reactants [Cl:1][C:2]1[C:3](/[C:9](=[N:24]/[O:25][CH:26]([CH3:28])[CH3:27])/[CH2:10][NH:11][C:12](=[O:23])[C:13]2[CH:18]=[CH:17][CH:16]=[CH:15][C:14]=2[C:19]([F:22])([F:21])[F:20])=[N:4][CH:5]=[C:6]([Cl:8])[CH:7]=1.C(C1C=CC=CC=1)(=O)C1C=CC=CC=1, predict the reaction product. The product is: [Cl:1][C:2]1[C:3](/[C:9](=[N:24]\[O:25][CH:26]([CH3:28])[CH3:27])/[CH2:10][NH:11][C:12](=[O:23])[C:13]2[CH:18]=[CH:17][CH:16]=[CH:15][C:14]=2[C:19]([F:21])([F:20])[F:22])=[N:4][CH:5]=[C:6]([Cl:8])[CH:7]=1. (5) Given the reactants Cl[C:2]1[C:11]2[C:6](=[CH:7][CH:8]=[CH:9][C:10]=2[F:12])[N:5]=[CH:4][N:3]=1.[NH2:13][C:14]1[CH:15]=[C:16]2[C:20](=[CH:21][CH:22]=1)[NH:19][N:18]=[CH:17]2, predict the reaction product. The product is: [F:12][C:10]1[CH:9]=[CH:8][CH:7]=[C:6]2[C:11]=1[C:2]([NH:13][C:14]1[CH:15]=[C:16]3[C:20](=[CH:21][CH:22]=1)[NH:19][N:18]=[CH:17]3)=[N:3][CH:4]=[N:5]2. (6) Given the reactants [N:1]1[C:10]2[C:5](=[N:6][CH:7]=[CH:8][CH:9]=2)[CH:4]=[C:3]([C:11]([C:13]2[CH:18]=[CH:17][C:16]([F:19])=[CH:15][CH:14]=2)=O)[CH:2]=1.[NH3:20].C(=O)([O-])[O-].[K+].[K+], predict the reaction product. The product is: [F:19][C:16]1[CH:17]=[CH:18][C:13]([C:11]([C:3]2[CH:2]=[N:1][C:10]3[C:5]([CH:4]=2)=[N:6][CH:7]=[CH:8][CH:9]=3)=[NH:20])=[CH:14][CH:15]=1. (7) Given the reactants [CH3:13][C:12]([O:11][C:9](O[C:9]([O:11][C:12]([CH3:15])([CH3:14])[CH3:13])=[O:10])=[O:10])([CH3:15])[CH3:14].C(N(CC)CC)C.[Si:23]([O:30][CH2:31][CH:32]([C:40]1([NH2:43])[CH2:42][CH2:41]1)[C:33]1[CH:38]=[CH:37][C:36]([Cl:39])=[CH:35][CH:34]=1)([C:26]([CH3:29])([CH3:28])[CH3:27])([CH3:25])[CH3:24], predict the reaction product. The product is: [Si:23]([O:30][CH2:31][CH:32]([C:40]1([NH:43][C:9](=[O:10])[O:11][C:12]([CH3:13])([CH3:14])[CH3:15])[CH2:42][CH2:41]1)[C:33]1[CH:38]=[CH:37][C:36]([Cl:39])=[CH:35][CH:34]=1)([C:26]([CH3:28])([CH3:29])[CH3:27])([CH3:25])[CH3:24]. (8) The product is: [Cl:21][C:22]1[CH:44]=[CH:43][C:25]([CH2:26][NH:27][C:28]([C:30]2[C:31](=[O:42])[C:32]3[CH:39]=[C:38]([CH2:40][N:11]([CH2:12][CH:13]([OH:14])[C:15]4[CH:20]=[CH:19][CH:18]=[CH:17][N:16]=4)[CH3:10])[O:37][C:33]=3[N:34]([CH3:36])[CH:35]=2)=[O:29])=[CH:24][CH:23]=1. Given the reactants C(N(CC)C(C)C)(C)C.[CH3:10][NH:11][CH2:12][CH:13]([C:15]1[CH:20]=[CH:19][CH:18]=[CH:17][N:16]=1)[OH:14].[Cl:21][C:22]1[CH:44]=[CH:43][C:25]([CH2:26][NH:27][C:28]([C:30]2[C:31](=[O:42])[C:32]3[CH:39]=[C:38]([CH2:40]Cl)[O:37][C:33]=3[N:34]([CH3:36])[CH:35]=2)=[O:29])=[CH:24][CH:23]=1.O, predict the reaction product. (9) Given the reactants [F:1][C:2]1[CH:3]=[CH:4][CH:5]=[C:6]2[C:11]=1[O:10][CH2:9][CH2:8][CH:7]2[CH2:12][C:13]([OH:20])([C:16]([F:19])([F:18])[F:17])[CH2:14]O.[NH2:21][C:22]1[CH:31]=[CH:30][CH:29]=[C:28]2[C:23]=1[CH:24]=[CH:25][C:26]([CH3:32])=[N:27]2, predict the reaction product. The product is: [F:1][C:2]1[CH:3]=[CH:4][CH:5]=[C:6]2[C:11]=1[O:10][CH2:9][CH2:8][CH:7]2[CH2:12][C:13]([C:16]([F:17])([F:18])[F:19])([OH:20])[CH:14]=[N:21][C:22]1[CH:31]=[CH:30][CH:29]=[C:28]2[C:23]=1[CH:24]=[CH:25][C:26]([CH3:32])=[N:27]2. (10) Given the reactants [CH3:1][N:2]1[C:10]([CH:11]=O)=[N:9][C:8]2[C:3]1=[N:4][C:5]([N:19]1[C:23]3[CH:24]=[CH:25][CH:26]=[CH:27][C:22]=3[N:21]=[C:20]1[CH3:28])=[N:6][C:7]=2[N:13]1[CH2:18][CH2:17][O:16][CH2:15][CH2:14]1.[NH:29]1[CH2:32][CH:31]([CH2:33][N:34]([CH3:40])[CH:35]2[CH2:39][CH2:38][O:37][CH2:36]2)[CH2:30]1.[C:41](O[BH-](OC(=O)C)OC(=O)C)(=O)C.[Na+], predict the reaction product. The product is: [CH2:28]([C:20]1[N:19]([C:5]2[N:4]=[C:3]3[C:8]([N:9]=[C:10]([CH2:11][N:29]4[CH2:32][CH:31]([CH2:33][N:34]([CH3:40])[CH:35]5[CH2:39][CH2:38][O:37][CH2:36]5)[CH2:30]4)[N:2]3[CH3:1])=[C:7]([N:13]3[CH2:14][CH2:15][O:16][CH2:17][CH2:18]3)[N:6]=2)[C:23]2[CH:24]=[CH:25][CH:26]=[CH:27][C:22]=2[N:21]=1)[CH3:41].